This data is from Catalyst prediction with 721,799 reactions and 888 catalyst types from USPTO. The task is: Predict which catalyst facilitates the given reaction. (1) Product: [C:25]([C:27]1[C:28]([OH:29])=[N:30][C:4]([OH:24])=[CH:5][C:6]=1[CH2:7][CH2:8][CH2:9][CH2:10][CH2:11][CH2:12][CH2:13][CH2:14][CH2:15][CH2:16][CH2:17][CH2:18][CH2:19][CH2:20][CH2:21][CH3:22])#[N:26]. The catalyst class is: 5. Reactant: C(O[C:4](=[O:24])[CH2:5][C:6](=O)[CH2:7][CH2:8][CH2:9][CH2:10][CH2:11][CH2:12][CH2:13][CH2:14][CH2:15][CH2:16][CH2:17][CH2:18][CH2:19][CH2:20][CH2:21][CH3:22])C.[C:25]([CH2:27][C:28]([NH2:30])=[O:29])#[N:26].N1CCCCC1. (2) Reactant: [F:1][C:2]1[C:11]([C:12]2[CH:17]=[CH:16][CH:15]=[CH:14][CH:13]=2)=[C:10]([F:18])[C:9]([O:19]C)=[C:8]2[C:3]=1[C:4](=[O:21])[NH:5][CH:6]=[N:7]2.B(Br)(Br)Br. Product: [F:1][C:2]1[C:11]([C:12]2[CH:17]=[CH:16][CH:15]=[CH:14][CH:13]=2)=[C:10]([F:18])[C:9]([OH:19])=[C:8]2[C:3]=1[C:4](=[O:21])[NH:5][CH:6]=[N:7]2. The catalyst class is: 4. (3) Reactant: [CH2:1]1[C-:5]=[CH:4][CH:3]=[CH:2]1.[CH2:6]1[C-:10]=[CH:9][CH:8]=[CH:7]1.[Cl-:11].[Cl-].[Hf+4:13].O=O.C([Li])CCC.[C:21]1([C:27]#[C:28][C:29]2[CH:34]=[CH:33][CH:32]=[CH:31][CH:30]=2)[CH:26]=[CH:25][CH:24]=[CH:23][CH:22]=1.[Cl:35][P:36]([C:43]1[CH:48]=[CH:47][CH:46]=[CH:45][CH:44]=1)[C:37]1[CH:42]=[CH:41][CH:40]=[CH:39][CH:38]=1.Cl. Product: [Cl-:35].[Hf+4:13].[CH:3]1([P:36]([CH:8]2[CH:7]=[CH:6][CH:10]=[CH:9]2)([C:28]([C:29]2[CH:30]=[CH:31][CH:32]=[CH:33][CH:34]=2)=[CH:27][C:21]2[CH:26]=[CH:25][CH:24]=[CH:23][CH:22]=2)([C:43]2[CH:44]=[CH:45][CH:46]=[CH:47][CH:48]=2)[C:37]2[CH:42]=[CH:41][CH:40]=[CH:39][CH:38]=2)[CH:2]=[CH:1][CH:5]=[CH:4]1.[Cl-:11].[Cl-:35].[Cl-:35]. The catalyst class is: 30. (4) Reactant: [CH3:1][CH2:2][O:3][C:4]([C@@H:6]1[CH2:10][C@H:9]([N:11]=[N+]=[N-])[CH2:8][N:7]1[C:14]([O:16][C:17]([CH3:20])([CH3:19])[CH3:18])=[O:15])=[O:5]. Product: [CH3:1][CH2:2][O:3][C:4]([C@@H:6]1[CH2:10][C@H:9]([NH2:11])[CH2:8][N:7]1[C:14]([O:16][C:17]([CH3:18])([CH3:20])[CH3:19])=[O:15])=[O:5]. The catalyst class is: 19. (5) Reactant: [CH3:1][C:2]1([CH3:19])[C:10]2[C:5](=[CH:6][C:7]([N+:15]([O-:17])=[O:16])=[C:8]([NH:11]C(=O)C)[CH:9]=2)[NH:4][C:3]1=[O:18].Cl[CH2:21][C:22]1[O:23][CH:24]=[CH:25][N:26]=1.C([O-])([O-])=O.[K+].[K+].C1CCN2C(=NCCC2)CC1. Product: [NH2:11][C:8]1[CH:9]=[C:10]2[C:5](=[CH:6][C:7]=1[N+:15]([O-:17])=[O:16])[N:4]([CH2:21][C:22]1[O:23][CH:24]=[CH:25][N:26]=1)[C:3](=[O:18])[C:2]2([CH3:1])[CH3:19]. The catalyst class is: 5. (6) Reactant: CI.[C:3]([O:7][C:8]([NH:10][CH2:11][CH2:12][CH2:13][CH:14]([OH:18])[C:15]([OH:17])=[O:16])=[O:9])([CH3:6])([CH3:5])[CH3:4].[C:19]([O-])(O)=O.[Na+].O. Product: [CH3:19][O:16][C:15](=[O:17])[CH:14]([OH:18])[CH2:13][CH2:12][CH2:11][NH:10][C:8]([O:7][C:3]([CH3:6])([CH3:4])[CH3:5])=[O:9]. The catalyst class is: 3. (7) Reactant: [O:1]=[C:2]1[NH:6][C:5](=[O:7])[C:4](=[CH:8][C:9]2[CH:36]=[CH:35][C:12]([O:13][C:14]3[N:19]=[CH:18][N:17]=[C:16]([O:20][CH:21]4[CH2:26][CH2:25][N:24]([C:27]([O:29][C:30]([CH3:33])([CH3:32])[CH3:31])=[O:28])[CH2:23][CH2:22]4)[C:15]=3[CH3:34])=[CH:11][CH:10]=2)[S:3]1.[H-].[Na+].Br[CH2:40][C:41]([O:43][CH2:44][CH3:45])=[O:42]. Product: [CH2:44]([O:43][C:41](=[O:42])[CH2:40][N:6]1[C:5](=[O:7])/[C:4](=[CH:8]/[C:9]2[CH:10]=[CH:11][C:12]([O:13][C:14]3[N:19]=[CH:18][N:17]=[C:16]([O:20][CH:21]4[CH2:26][CH2:25][N:24]([C:27]([O:29][C:30]([CH3:31])([CH3:32])[CH3:33])=[O:28])[CH2:23][CH2:22]4)[C:15]=3[CH3:34])=[CH:35][CH:36]=2)/[S:3][C:2]1=[O:1])[CH3:45]. The catalyst class is: 9.